Dataset: Reaction yield outcomes from USPTO patents with 853,638 reactions. Task: Predict the reaction yield, written as a fraction of the theoretical maximum amount of product (1.0 means a 100% yield; for example, 0.34 means a 34% yield). The product is [Br:18][C:19]1[CH:26]=[CH:25][C:22]([CH:23]([C:2]2[CH:11]=[CH:10][CH:9]=[CH:8][C:3]=2[CH2:4][N:5]([CH3:7])[CH3:6])[OH:24])=[C:21]([N+:27]([O-:29])=[O:28])[CH:20]=1. The reactants are Br[C:2]1[CH:11]=[CH:10][CH:9]=[CH:8][C:3]=1[CH2:4][N:5]([CH3:7])[CH3:6].[Li]CCCC.[Li].[Br:18][C:19]1[CH:26]=[CH:25][C:22]([CH:23]=[O:24])=[C:21]([N+:27]([O-:29])=[O:28])[CH:20]=1. The catalyst is C1COCC1. The yield is 0.120.